Dataset: Catalyst prediction with 721,799 reactions and 888 catalyst types from USPTO. Task: Predict which catalyst facilitates the given reaction. (1) Reactant: Cl.[CH3:2][NH:3][OH:4].C[O-].[Na+].[C:8]([C:10]1[CH:11]=[C:12]([C:16]2[CH:17]=[C:18]3[C:23](=[CH:24][CH:25]=2)[O:22][CH:21]([C:26]2[CH:27]=[N:28][CH:29]=[CH:30][CH:31]=2)[CH2:20]/[C:19]/3=[N:32]\[C:33]#[N:34])[CH:13]=[CH:14][CH:15]=1)#[N:9]. Product: [NH2:34][C:33]1[N:3]([CH3:2])[O:4][C:19]2([C:18]3[C:23](=[CH:24][CH:25]=[C:16]([C:12]4[CH:11]=[C:10]([CH:15]=[CH:14][CH:13]=4)[C:8]#[N:9])[CH:17]=3)[O:22][CH:21]([C:26]3[CH:27]=[N:28][CH:29]=[CH:30][CH:31]=3)[CH2:20]2)[N:32]=1. The catalyst class is: 5. (2) Reactant: [I-].[C:2]1([C:23]2[CH:28]=[CH:27][CH:26]=[CH:25][CH:24]=2)[CH:7]=[CH:6][CH:5]=[C:4]([C:8]2[CH:13]=[N+:12]([CH3:14])[CH:11]=[C:10]3[N:15]([CH3:22])[C:16]([C:18]([O:20]C)=[O:19])=[CH:17][C:9]=23)[CH:3]=1.[ClH:29]. Product: [Cl-:29].[C:2]1([C:23]2[CH:24]=[CH:25][CH:26]=[CH:27][CH:28]=2)[CH:7]=[CH:6][CH:5]=[C:4]([C:8]2[CH:13]=[N+:12]([CH3:14])[CH:11]=[C:10]3[N:15]([CH3:22])[C:16]([C:18]([OH:20])=[O:19])=[CH:17][C:9]=23)[CH:3]=1. The catalyst class is: 74.